This data is from Forward reaction prediction with 1.9M reactions from USPTO patents (1976-2016). The task is: Predict the product of the given reaction. (1) Given the reactants [F:1][C:2]1[CH:3]=[C:4]([NH:9][C:10]([C:12]2[CH:13]=[C:14]([S:18](Cl)(=[O:20])=[O:19])[S:15][C:16]=2[CH3:17])=[O:11])[CH:5]=[CH:6][C:7]=1[F:8].[F:22][C:23]([F:31])([F:30])[C:24]1([NH2:29])[CH2:28][CH2:27][O:26][CH2:25]1, predict the reaction product. The product is: [F:1][C:2]1[CH:3]=[C:4]([NH:9][C:10]([C:12]2[CH:13]=[C:14]([S:18](=[O:20])(=[O:19])[NH:29][C:24]3([C:23]([F:31])([F:30])[F:22])[CH2:28][CH2:27][O:26][CH2:25]3)[S:15][C:16]=2[CH3:17])=[O:11])[CH:5]=[CH:6][C:7]=1[F:8]. (2) Given the reactants I[C:2]1[CH:7]=[CH:6][C:5]([CH3:8])=[CH:4][CH:3]=1.[CH3:9][C:10]1[CH:11]=[CH:12][C:13]([S:16]([NH2:19])(=[O:18])=[O:17])=[CH:14][CH:15]=1.C([O-])([O-])=O.[K+].[K+].CN[C@@H]1CCCC[C@H]1NC.[NH4+].[Cl-], predict the reaction product. The product is: [CH3:8][C:5]1[CH:6]=[CH:7][C:2]([NH:19][S:16]([C:13]2[CH:14]=[CH:15][C:10]([CH3:9])=[CH:11][CH:12]=2)(=[O:17])=[O:18])=[CH:3][CH:4]=1. (3) Given the reactants ClC1C=CC(C(C2C=CC(Cl)=CC=2)[N:9]2[CH2:12][CH:11]([CH2:13][S:14]([C:17]3[CH:22]=[CH:21][CH:20]=[CH:19][CH:18]=3)(=[O:16])=[O:15])[CH2:10]2)=CC=1.[BH4-].[Na+].C1(S(C=C2CNC2)(=O)=O)C=CC=CC=1.S([O-])([O-])(=O)=O.[Mg+2], predict the reaction product. The product is: [C:17]1([S:14]([CH2:13][CH:11]2[CH2:12][NH:9][CH2:10]2)(=[O:16])=[O:15])[CH:18]=[CH:19][CH:20]=[CH:21][CH:22]=1.